From a dataset of Reaction yield outcomes from USPTO patents with 853,638 reactions. Predict the reaction yield, written as a fraction of the theoretical maximum amount of product (1.0 means a 100% yield; for example, 0.34 means a 34% yield). The reactants are [N:1]1([C:6]2[CH:11]=[CH:10][C:9]([NH2:12])=[CH:8][CH:7]=2)[CH:5]=[N:4][CH:3]=[N:2]1.[N:13]1([C:18]2[CH:19]=[C:20]3[C:24](=[CH:25][CH:26]=2)[NH:23][C:22](=[O:27])[C:21]3=[O:28])[CH:17]=[N:16][CH:15]=[N:14]1.[NH:29]([C:31]1[CH:36]=[CH:35][C:34]([S:37]([NH:40][CH3:41])(=[O:39])=[O:38])=[CH:33][CH:32]=1)[NH2:30]. No catalyst specified. The product is [N:13]1([C:18]2[CH:19]=[C:20]3[C:24](=[CH:25][CH:26]=2)[NH:23][C:22](=[O:27])[C:21]3=[O:28])[CH:17]=[N:16][CH:15]=[N:14]1.[CH3:41][NH:40][S:37]([C:34]1[CH:35]=[CH:36][C:31]([NH:29][N:30]=[C:21]2[C:8]3[C:9](=[CH:10][CH:11]=[C:6]([N:1]4[CH:5]=[N:4][CH:3]=[N:2]4)[CH:7]=3)[NH:12][C:22]2=[O:27])=[CH:32][CH:33]=1)(=[O:39])=[O:38]. The yield is 0.0600.